Dataset: Full USPTO retrosynthesis dataset with 1.9M reactions from patents (1976-2016). Task: Predict the reactants needed to synthesize the given product. Given the product [NH2:7][C@H:8]([C:33]1[CH:38]=[CH:37][C:36]([O:39][CH2:40][CH2:41][N:42]2[CH2:47][CH2:46][O:45][CH2:44][CH2:43]2)=[CH:35][CH:34]=1)[C:9]([NH:10][C@@H:11]([C@H:12]([C:14]1[CH:19]=[CH:18][CH:17]=[CH:16][CH:15]=1)[CH3:13])[C:20]([NH:21][C:22]1[S:23][CH:24]=[C:25]([C:27](=[O:30])[CH2:28][CH3:29])[N:26]=1)=[O:31])=[O:32], predict the reactants needed to synthesize it. The reactants are: C(OC(=O)[NH:7][C@H:8]([C:33]1[CH:38]=[CH:37][C:36]([O:39][CH2:40][CH2:41][N:42]2[CH2:47][CH2:46][O:45][CH2:44][CH2:43]2)=[CH:35][CH:34]=1)[C:9](=[O:32])[NH:10][C@H:11]([C:20](=[O:31])[NH:21][C:22]1[S:23][CH:24]=[C:25]([C:27](=[O:30])[CH2:28][CH3:29])[N:26]=1)[C@H:12]([C:14]1[CH:19]=[CH:18][CH:17]=[CH:16][CH:15]=1)[CH3:13])(C)(C)C.